Dataset: Catalyst prediction with 721,799 reactions and 888 catalyst types from USPTO. Task: Predict which catalyst facilitates the given reaction. (1) Reactant: [Cl:1][C:2]1[CH:3]=[C:4]([CH:8]([O:18][CH2:19][CH2:20][NH:21][C:22]([O:24][CH3:25])=[O:23])[C:9]2[CH:10]=[C:11]([CH:15]=[CH:16][CH:17]=2)[C:12](O)=[O:13])[CH:5]=[CH:6][CH:7]=1.[NH2:26][C@@H:27]([CH2:40][CH:41]1[CH2:46][CH2:45][O:44][CH2:43][CH2:42]1)[CH2:28][N:29]([CH3:39])[C:30](=[O:38])[O:31][CH2:32][CH2:33][Si:34]([CH3:37])([CH3:36])[CH3:35].CCN=C=NCCCN(C)C.C1C=CC2N(O)N=NC=2C=1. Product: [CH3:25][O:24][C:22]([NH:21][CH2:20][CH2:19][O:18][CH:8]([C:4]1[CH:5]=[CH:6][CH:7]=[C:2]([Cl:1])[CH:3]=1)[C:9]1[CH:10]=[C:11]([CH:15]=[CH:16][CH:17]=1)[C:12]([NH:26][C@@H:27]([CH2:40][CH:41]1[CH2:42][CH2:43][O:44][CH2:45][CH2:46]1)[CH2:28][N:29]([CH3:39])[C:30](=[O:38])[O:31][CH2:32][CH2:33][Si:34]([CH3:37])([CH3:36])[CH3:35])=[O:13])=[O:23]. The catalyst class is: 2. (2) Reactant: [CH3:1][O:2][C:3]([C:5]1[CH:13]=[C:12]2[C:8]([CH:9]=[CH:10][NH:11]2)=[CH:7][CH:6]=1)=[O:4].[C:14]([O:18][C:19](O[C:19]([O:18][C:14]([CH3:17])([CH3:16])[CH3:15])=[O:20])=[O:20])([CH3:17])([CH3:16])[CH3:15]. Product: [CH3:1][O:2][C:3]([C:5]1[CH:13]=[C:12]2[C:8]([CH:9]=[CH:10][N:11]2[C:19]([O:18][C:14]([CH3:17])([CH3:16])[CH3:15])=[O:20])=[CH:7][CH:6]=1)=[O:4]. The catalyst class is: 367. (3) Reactant: [F:1][C:2]1[C:7]([CH3:8])=[CH:6][CH:5]=[CH:4][C:3]=1[C@@:9]([NH2:17])([CH2:11][CH:12](OC)OC)[CH3:10].C([N:26]=[C:27]=[S:28])(=O)C1C=CC=CC=1. Product: [F:1][C:2]1[C:7]([CH3:8])=[CH:6][CH:5]=[CH:4][C:3]=1[C@:9]1([CH3:10])[CH:11]=[CH:12][S:28][C:27]([NH2:26])=[N:17]1. The catalyst class is: 1. (4) Reactant: NN.[CH3:3][O:4][C:5]1[C:27]([O:28][CH3:29])=[CH:26][C:8]([C:9]([N:11]2[CH2:15][C@H:14]([OH:16])[CH2:13][C@H:12]2[CH2:17][O:18][Si:19]([C:22]([CH3:25])([CH3:24])[CH3:23])([CH3:21])[CH3:20])=[O:10])=[C:7]([N+:30]([O-])=O)[CH:6]=1.O=[Al]O[Al]=O.C(Cl)(Cl)Cl.CO. Product: [NH2:30][C:7]1[CH:6]=[C:5]([O:4][CH3:3])[C:27]([O:28][CH3:29])=[CH:26][C:8]=1[C:9]([N:11]1[CH2:15][C@H:14]([OH:16])[CH2:13][CH:12]1[CH2:17][O:18][Si:19]([C:22]([CH3:25])([CH3:24])[CH3:23])([CH3:21])[CH3:20])=[O:10]. The catalyst class is: 94. (5) Reactant: [CH3:1][O:2][C:3]1[CH:4]=[C:5]([CH:11]=[C:12]([O:16][CH3:17])[C:13]=1[O:14][CH3:15])[CH2:6][NH:7][C:8]([NH2:10])=[O:9].C[O:19][C:20]([CH:22]1[CH2:27][CH2:26][N:25]([CH2:28][CH2:29][C:30]2[C:38]3[C:33](=[CH:34][CH:35]=[CH:36][CH:37]=3)[NH:32][C:31]=2[C:39]2[CH:44]=[CH:43][CH:42]=[CH:41][CH:40]=2)[CH2:24][CH2:23]1)=O.C[O-].[Na+]. Product: [C:39]1([C:31]2[NH:32][C:33]3[C:38]([C:30]=2[CH2:29][CH2:28][N:25]2[CH2:24][CH2:23][CH:22]([C:20]([NH:10][C:8]([NH:7][CH2:6][C:5]4[CH:11]=[C:12]([O:16][CH3:17])[C:13]([O:14][CH3:15])=[C:3]([O:2][CH3:1])[CH:4]=4)=[O:9])=[O:19])[CH2:27][CH2:26]2)=[CH:37][CH:36]=[CH:35][CH:34]=3)[CH:40]=[CH:41][CH:42]=[CH:43][CH:44]=1. The catalyst class is: 44. (6) The catalyst class is: 6. Reactant: C(N(C(C)C)CC)(C)C.C(Cl)(Cl)Cl.[Cl:14][C:15]1[N:16]=[C:17](Cl)[C:18]2[CH2:23][CH2:22][CH2:21][C:19]=2[N:20]=1.[C:25]([NH:28][C@H:29]1[CH2:33][CH2:32][NH:31][CH2:30]1)(=[O:27])[CH3:26]. Product: [Cl:14][C:15]1[N:16]=[C:17]([N:31]2[CH2:32][CH2:33][C@H:29]([NH:28][C:25](=[O:27])[CH3:26])[CH2:30]2)[C:18]2[CH2:23][CH2:22][CH2:21][C:19]=2[N:20]=1. (7) Product: [F:9][C:10]1[CH:15]=[C:14]([C:49]2[CH2:53][N:52]([C:54]([O:56][C:57]([CH3:60])([CH3:59])[CH3:58])=[O:55])[C@H:51]([C:61]([O:63][CH3:64])=[O:62])[CH:50]=2)[CH:13]=[CH:12][C:11]=1[C:25]1[S:26][C:27]2[C:32]([N:33]=1)=[CH:31][CH:30]=[C:29]([C:34]1([C:37]3[CH:42]=[CH:41][CH:40]=[CH:39][CH:38]=3)[CH2:35][CH2:36]1)[N:28]=2. Reactant: P([O-])([O-])([O-])=O.[K+].[K+].[K+].[F:9][C:10]1[CH:15]=[C:14](B2OC(C)(C)C(C)(C)O2)[CH:13]=[CH:12][C:11]=1[C:25]1[S:26][C:27]2[C:32]([N:33]=1)=[CH:31][CH:30]=[C:29]([C:34]1([C:37]3[CH:42]=[CH:41][CH:40]=[CH:39][CH:38]=3)[CH2:36][CH2:35]1)[N:28]=2.FC(F)(F)S(O[C:49]1[CH2:53][N:52]([C:54]([O:56][C:57]([CH3:60])([CH3:59])[CH3:58])=[O:55])[C@H:51]([C:61]([O:63][CH3:64])=[O:62])[CH:50]=1)(=O)=O. The catalyst class is: 3. (8) Reactant: [CH:1]1([N:4]2[CH2:8][CH2:7][N:6]([C@@H:9]3[CH2:14][CH2:13][CH2:12][N:11](C(OC(C)(C)C)=O)[CH2:10]3)[C:5]2=[O:22])[CH2:3][CH2:2]1.[ClH:23]. Product: [ClH:23].[CH:1]1([N:4]2[CH2:8][CH2:7][N:6]([C@@H:9]3[CH2:14][CH2:13][CH2:12][NH:11][CH2:10]3)[C:5]2=[O:22])[CH2:3][CH2:2]1. The catalyst class is: 12.